From a dataset of Full USPTO retrosynthesis dataset with 1.9M reactions from patents (1976-2016). Predict the reactants needed to synthesize the given product. (1) Given the product [F:1][C:2]1[CH:3]=[CH:4][C:5]([C@H:8]([NH:9][S:10]([C:12]([CH3:15])([CH3:14])[CH3:13])=[O:11])[CH3:16])=[N:6][CH:7]=1, predict the reactants needed to synthesize it. The reactants are: [F:1][C:2]1[CH:3]=[CH:4][C:5](/[CH:8]=[N:9]/[S:10]([C:12]([CH3:15])([CH3:14])[CH3:13])=[O:11])=[N:6][CH:7]=1.[CH3:16][Mg]Br. (2) Given the product [CH3:37][N:36]([CH3:38])[C:35]([C:33]1[N:32]([CH:40]2[CH2:44][CH2:43][CH2:42][CH2:41]2)[C:30]2[N:31]=[C:26]([NH:25][C:22]3[CH:23]=[CH:24][C:19]([N:11]4[C:12](=[O:18])[CH2:13][CH:14]5[NH:8][CH:9]([CH2:17][O:16][CH2:15]5)[CH2:10]4)=[CH:20][N:21]=3)[N:27]=[CH:28][C:29]=2[CH:34]=1)=[O:39], predict the reactants needed to synthesize it. The reactants are: C(OC([N:8]1[CH:14]2[CH2:15][O:16][CH2:17][CH:9]1[CH2:10][N:11]([C:19]1[CH:20]=[N:21][C:22]([NH:25][C:26]3[N:27]=[CH:28][C:29]4[CH:34]=[C:33]([C:35](=[O:39])[N:36]([CH3:38])[CH3:37])[N:32]([CH:40]5[CH2:44][CH2:43][CH2:42][CH2:41]5)[C:30]=4[N:31]=3)=[CH:23][CH:24]=1)[C:12](=[O:18])[CH2:13]2)=O)(C)(C)C.CN(C)C(C1NC2N=CN=CC=2C=1)=O. (3) The reactants are: [Cl:1][C:2]1[CH:7]=[C:6]([O:8][CH2:9][CH:10]=[C:11]([Cl:13])[Cl:12])[CH:5]=[C:4]([Cl:14])[C:3]=1[OH:15].C(=O)([O-])[O-].[K+].[K+].[Cl:22][C:23]1[N:28]=[CH:27][C:26]([CH2:29]Cl)=[CH:25][CH:24]=1. Given the product [Cl:1][C:2]1[CH:7]=[C:6]([O:8][CH2:9][CH:10]=[C:11]([Cl:13])[Cl:12])[CH:5]=[C:4]([Cl:14])[C:3]=1[O:15][CH2:29][C:26]1[CH:27]=[N:28][C:23]([Cl:22])=[CH:24][CH:25]=1, predict the reactants needed to synthesize it. (4) Given the product [CH3:1][O:2][C:3](=[O:13])[C:4]1[CH:9]=[CH:8][C:7]([CH:10]([Br:15])[CH3:11])=[CH:6][CH:5]=1, predict the reactants needed to synthesize it. The reactants are: [CH3:1][O:2][C:3](=[O:13])[C:4]1[CH:9]=[CH:8][C:7]([CH:10](O)[CH3:11])=[CH:6][CH:5]=1.C(Br)(Br)(Br)[Br:15].C1(P(C2C=CC=CC=2)C2C=CC=CC=2)C=CC=CC=1.O.